This data is from Reaction yield outcomes from USPTO patents with 853,638 reactions. The task is: Predict the reaction yield, written as a fraction of the theoretical maximum amount of product (1.0 means a 100% yield; for example, 0.34 means a 34% yield). (1) The reactants are C(O[CH:4](OCC)[CH2:5][O:6][C:7]1[CH:12]=[CH:11][C:10]([C:13]2([C:16]([OH:18])=[O:17])[CH2:15][CH2:14]2)=[CH:9][CH:8]=1)C. The catalyst is C1(C)C(C)=CC=CC=1. The product is [O:6]1[C:7]2[CH:12]=[CH:11][C:10]([C:13]3([C:16]([OH:18])=[O:17])[CH2:15][CH2:14]3)=[CH:9][C:8]=2[CH:4]=[CH:5]1. The yield is 0.0500. (2) The reactants are [Br:1][C:2]1[CH:3]=[C:4]([N+:19]([O-:21])=[O:20])[C:5]([CH:8](C(OCC)=O)C(OCC)=O)=[N:6][CH:7]=1.[OH-].[Na+]. The catalyst is Cl. The product is [Br:1][C:2]1[CH:3]=[C:4]([N+:19]([O-:21])=[O:20])[C:5]([CH3:8])=[N:6][CH:7]=1. The yield is 0.950. (3) The reactants are Br[C:2]1[CH:7]=[CH:6][C:5]([C:8]2[N:9]([C:18]3[CH:23]=[CH:22][C:21]([O:24][CH3:25])=[CH:20][CH:19]=3)[CH:10]=[CH:11][C:12]=2[C:13]([O:15][CH2:16][CH3:17])=[O:14])=[C:4]([CH3:26])[CH:3]=1.[C:27]([Cu])#[N:28].[OH2:30]. The catalyst is CN(C=O)C. The product is [C:27]([C:2]1[CH:7]=[CH:6][C:5]([C:8]2[N:9]([C:18]3[CH:23]=[CH:22][C:21]([O:24][CH3:25])=[CH:20][CH:19]=3)[CH:10]=[CH:11][C:12]=2[C:13]([O:15][CH2:16][CH3:17])=[O:14])=[C:4]([CH3:26])[CH:3]=1)(=[O:30])[NH2:28]. The yield is 0.660.